This data is from Full USPTO retrosynthesis dataset with 1.9M reactions from patents (1976-2016). The task is: Predict the reactants needed to synthesize the given product. (1) Given the product [C:9]([C:8]([C:5]1[CH:6]=[CH:7][C:2]([F:1])=[CH:3][CH:4]=1)=[C:11]([C:12]1[CH:17]=[CH:16][N:15]=[CH:14][CH:13]=1)[OH:18])#[N:10], predict the reactants needed to synthesize it. The reactants are: [F:1][C:2]1[CH:7]=[CH:6][C:5]([CH2:8][C:9]#[N:10])=[CH:4][CH:3]=1.[C:11](OCC)(=[O:18])[C:12]1[CH:17]=[CH:16][N:15]=[CH:14][CH:13]=1.[O-]CC.[Na+]. (2) Given the product [C:1]([NH:18][CH2:19][C:20]([OH:22])=[O:21])([O:3][CH2:4][CH:5]1[C:6]2[C:11](=[CH:10][CH:9]=[CH:8][CH:7]=2)[C:12]2[C:17]1=[CH:16][CH:15]=[CH:14][CH:13]=2)=[O:2].[CH3:59][O:60][CH2:26][CH2:25][CH:24]([O:2][C:41]([C:50]1[CH:55]=[CH:54][CH:53]=[CH:52][CH:51]=1)([C:40]1[CH:57]=[CH:58][C:37]([O:36][CH3:35])=[CH:38][CH:39]=1)[C:42]1[CH:47]=[CH:46][CH:45]=[CH:44][CH:43]=1)[C:23]([NH2:28])=[O:27], predict the reactants needed to synthesize it. The reactants are: [C:1]([NH:18][CH2:19][C:20]([OH:22])=[O:21])([O:3][CH2:4][CH:5]1[C:17]2[C:12](=[CH:13][CH:14]=[CH:15][CH:16]=2)[C:11]2[C:6]1=[CH:7][CH:8]=[CH:9][CH:10]=2)=[O:2].[C:23]([NH2:28])(=[O:27])[CH2:24][CH2:25][CH3:26].N1C=CC=CC=1.[CH3:35][O:36][C:37]1[CH:58]=[CH:57][C:40]([C:41](Cl)([C:50]2[CH:55]=[CH:54][CH:53]=[CH:52][CH:51]=2)[C:42]2[CH:47]=[CH:46][C:45](OC)=[CH:44][CH:43]=2)=[CH:39][CH:38]=1.[CH3:59][OH:60].